Dataset: Reaction yield outcomes from USPTO patents with 853,638 reactions. Task: Predict the reaction yield, written as a fraction of the theoretical maximum amount of product (1.0 means a 100% yield; for example, 0.34 means a 34% yield). The reactants are N#N.[CH:3]1([N:8]2[CH:12]=[C:11](I)[CH:10]=[N:9]2)[CH2:7][CH2:6][CH2:5][CH2:4]1.[CH3:14][C:15]1([CH3:31])[C:19]([CH3:21])([CH3:20])[O:18][B:17]([B:17]2[O:18][C:19]([CH3:21])([CH3:20])[C:15]([CH3:31])([CH3:14])[O:16]2)[O:16]1.C([O-])(=O)C.[K+]. The catalyst is CS(C)=O.C1C=CC(P(C2C=CC=CC=2)[C-]2C=CC=C2)=CC=1.C1C=CC(P(C2C=CC=CC=2)[C-]2C=CC=C2)=CC=1.Cl[Pd]Cl.[Fe+2]. The product is [CH:3]1([N:8]2[CH:12]=[C:11]([B:17]3[O:18][C:19]([CH3:21])([CH3:20])[C:15]([CH3:31])([CH3:14])[O:16]3)[CH:10]=[N:9]2)[CH2:7][CH2:6][CH2:5][CH2:4]1. The yield is 0.480.